Task: Predict the reactants needed to synthesize the given product.. Dataset: Full USPTO retrosynthesis dataset with 1.9M reactions from patents (1976-2016) (1) The reactants are: Cl.[CH3:2][C:3]1[N:4]=[CH:5][N:6]([C:8]2[C:13](=[O:14])[NH:12][C:11]([C:15]([OH:17])=[O:16])=[CH:10][CH:9]=2)[CH:7]=1.Br[CH2:19][CH2:20]Br.C(=O)([O-])[O-].[Cs+].[Cs+]. Given the product [CH3:2][C:3]1[N:4]=[CH:5][N:6]([C:8]2[C:13](=[O:14])[N:12]3[C:11]([C:15](=[O:17])[O:16][CH2:19][CH2:20]3)=[CH:10][CH:9]=2)[CH:7]=1, predict the reactants needed to synthesize it. (2) Given the product [Br:1][C:2]1[C:10]2[S:9][C:8]([NH:11][C@@H:12]3[CH2:17][CH2:16][CH2:15][CH2:14][C@H:13]3[OH:18])=[N:7][C:6]=2[CH:5]=[CH:4][C:3]=1[O:19][C:21]1[CH:26]=[CH:25][N:24]=[C:23]([C:27]([NH:29][CH3:30])=[O:28])[CH:22]=1, predict the reactants needed to synthesize it. The reactants are: [Br:1][C:2]1[C:10]2[S:9][C:8]([NH:11][C@@H:12]3[CH2:17][CH2:16][CH2:15][CH2:14][C@H:13]3[OH:18])=[N:7][C:6]=2[CH:5]=[CH:4][C:3]=1[OH:19].Cl[C:21]1[CH:26]=[CH:25][N:24]=[C:23]([C:27]([NH:29][CH3:30])=[O:28])[CH:22]=1.C(=O)([O-])[O-].[Cs+].[Cs+]. (3) The reactants are: [C:1]([NH2:5])([CH3:4])([CH3:3])[CH3:2].[Cl:6][C:7]1[CH:15]=[C:14]([F:16])[C:13]([S:17](Cl)(=[O:19])=[O:18])=[CH:12][C:8]=1[C:9]([OH:11])=[O:10]. Given the product [Cl:6][C:7]1[CH:15]=[C:14]([F:16])[C:13]([S:17]([NH:5][C:1]([CH3:4])([CH3:3])[CH3:2])(=[O:19])=[O:18])=[CH:12][C:8]=1[C:9]([OH:11])=[O:10], predict the reactants needed to synthesize it. (4) Given the product [Cl:7][C:8]1[CH:13]=[CH:12][C:11]([C@@H:14]2[C@:16]3([C:24]4[C:19](=[CH:20][CH:21]=[CH:22][CH:23]=4)[N:18]([CH2:25][C:26]4[CH:34]=[CH:33][CH:32]=[C:28]([C:29]([N:1]5[CH2:6][CH2:5][O:4][CH2:3][CH2:2]5)=[O:30])[CH:27]=4)[C:17]3=[O:35])[CH2:15]2)=[CH:10][CH:9]=1, predict the reactants needed to synthesize it. The reactants are: [NH:1]1[CH2:6][CH2:5][O:4][CH2:3][CH2:2]1.[Cl:7][C:8]1[CH:13]=[CH:12][C:11]([C@@H:14]2[C@:16]3([C:24]4[C:19](=[CH:20][CH:21]=[CH:22][CH:23]=4)[N:18]([CH2:25][C:26]4[CH:27]=[C:28]([CH:32]=[CH:33][CH:34]=4)[C:29](O)=[O:30])[C:17]3=[O:35])[CH2:15]2)=[CH:10][CH:9]=1. (5) Given the product [Cl:1][C:2]1[CH:3]=[C:4]([NH:11][CH:12]=[O:13])[CH:5]=[C:6]([N:8]([CH:9]=[O:10])[CH:17]([CH3:18])[C:19](=[O:21])[CH3:20])[CH:7]=1, predict the reactants needed to synthesize it. The reactants are: [Cl:1][C:2]1[CH:3]=[C:4]([NH:11][CH:12]=[O:13])[CH:5]=[C:6]([NH:8][CH:9]=[O:10])[CH:7]=1.[H-].[Na+].Br[CH:17]([C:19](=[O:21])[CH3:20])[CH3:18]. (6) Given the product [CH3:49][C:50]([NH:54][C:11]([C:10]1[C:5]([NH:4][CH2:3][C:2]([F:1])([F:18])[C:14]([F:17])([F:16])[F:15])=[N:6][CH:7]=[N:8][CH:9]=1)=[O:13])([C:52]#[CH:53])[CH3:51], predict the reactants needed to synthesize it. The reactants are: [F:1][C:2]([F:18])([C:14]([F:17])([F:16])[F:15])[CH2:3][NH:4][C:5]1[C:10]([C:11]([OH:13])=O)=[CH:9][N:8]=[CH:7][N:6]=1.CCN=C=NCCCN(C)C.C1C=CC2N(O)N=NC=2C=1.CCN(C(C)C)C(C)C.[CH3:49][C:50]([NH2:54])([C:52]#[CH:53])[CH3:51]. (7) Given the product [Cl:1][C:2]1[CH:3]=[C:4]([C:8]2[CH:9]=[C:10]3[C:15](=[O:16])[NH:14][CH2:13][CH:12]([CH2:17][C:18]([OH:20])=[O:19])[N:11]3[C:23]=2[I:24])[CH:5]=[CH:6][CH:7]=1, predict the reactants needed to synthesize it. The reactants are: [Cl:1][C:2]1[CH:3]=[C:4]([C:8]2[CH:9]=[C:10]3[C:15](=[O:16])[NH:14][CH2:13][CH:12]([CH2:17][C:18]([O:20]CC)=[O:19])[N:11]3[C:23]=2[I:24])[CH:5]=[CH:6][CH:7]=1.[OH-].[Li+]. (8) Given the product [CH3:25][O:26][C:12]1[CH:13]=[CH:14][CH:15]=[C:10]([S:7]([C:1]2[CH:6]=[CH:5][CH:4]=[CH:3][CH:2]=2)(=[O:9])=[O:8])[N:11]=1, predict the reactants needed to synthesize it. The reactants are: [C:1]1([S:7]([C:10]2[CH:15]=[CH:14][CH:13]=[C:12](S(C3C=CC=CC=3)(=O)=O)[N:11]=2)(=[O:9])=[O:8])[CH:6]=[CH:5][CH:4]=[CH:3][CH:2]=1.[CH3:25][O:26][Na]. (9) Given the product [F:40][C:37]([F:38])([F:39])[C:33]1[N:32]=[C:31]([CH2:30][N:1]2[C:9]3[C:4](=[CH:5][CH:6]=[CH:7][CH:8]=3)[C:3]3([C:21]4[C:12](=[CH:13][C:14]5[O:19][CH2:18][CH2:17][O:16][C:15]=5[CH:20]=4)[O:11][CH2:10]3)[C:2]2=[O:22])[CH:36]=[CH:35][CH:34]=1, predict the reactants needed to synthesize it. The reactants are: [NH:1]1[C:9]2[C:4](=[CH:5][CH:6]=[CH:7][CH:8]=2)[C:3]2([C:21]3[C:12](=[CH:13][C:14]4[O:19][CH2:18][CH2:17][O:16][C:15]=4[CH:20]=3)[O:11][CH2:10]2)[C:2]1=[O:22].C(=O)([O-])[O-].[Cs+].[Cs+].Cl[CH2:30][C:31]1[CH:36]=[CH:35][CH:34]=[C:33]([C:37]([F:40])([F:39])[F:38])[N:32]=1.CN(C)C=O.